Dataset: Catalyst prediction with 721,799 reactions and 888 catalyst types from USPTO. Task: Predict which catalyst facilitates the given reaction. (1) Reactant: [NH2:1][C@H:2]([C:11]([O:13][C:14]([CH3:17])([CH3:16])[CH3:15])=[O:12])[CH2:3][C:4]([O:6][C:7]([CH3:10])([CH3:9])[CH3:8])=[O:5].Br[CH2:19][CH2:20][OH:21].C([O-])([O-])=O.[K+].[K+]. Product: [OH:21][CH2:20][CH2:19][NH:1][C@@H:2]([CH2:3][C:4]([O:6][C:7]([CH3:9])([CH3:10])[CH3:8])=[O:5])[C:11]([O:13][C:14]([CH3:17])([CH3:16])[CH3:15])=[O:12]. The catalyst class is: 10. (2) Reactant: [O:1]1[C:5]2[CH:6]=[CH:7][C:8]([C:10]([NH:12][NH:13][C:14]([NH:16][CH2:17][C:18]3[CH:23]=[CH:22][CH:21]=[C:20]([F:24])[CH:19]=3)=[O:15])=O)=[CH:9][C:4]=2[CH2:3][CH2:2]1.C(N(CC)CC)C.C(Cl)(Cl)(Cl)Cl. Product: [O:1]1[C:5]2[CH:6]=[CH:7][C:8]([C:10]3[O:15][C:14]([NH:16][CH2:17][C:18]4[CH:23]=[CH:22][CH:21]=[C:20]([F:24])[CH:19]=4)=[N:13][N:12]=3)=[CH:9][C:4]=2[CH2:3][CH2:2]1. The catalyst class is: 7. (3) Product: [NH2:1][C:4]1[CH:9]=[C:8]([NH2:10])[CH:7]=[CH:6][C:5]=1[CH:13]([OH:15])[CH3:14]. The catalyst class is: 181. Reactant: [N+:1]([C:4]1[CH:9]=[C:8]([N+:10]([O-])=O)[CH:7]=[CH:6][C:5]=1[CH:13]([OH:15])[CH3:14])([O-])=O.[H][H]. (4) Reactant: [OH:1][CH2:2][C@H:3]1[CH2:5][C@@H:4]1[C:6]1[N:11]=[CH:10][C:9]([C:12]([OH:15])([CH3:14])[CH3:13])=[CH:8][CH:7]=1.[Cl:16][C:17]1[CH:22]=[C:21](Cl)[N:20]=[C:19]([CH3:24])[N:18]=1.C([O-])([O-])=O.[Cs+].[Cs+]. Product: [Cl:16][C:17]1[N:18]=[C:19]([CH3:24])[N:20]=[C:21]([O:1][CH2:2][C@H:3]2[CH2:5][C@@H:4]2[C:6]2[N:11]=[CH:10][C:9]([C:12]([OH:15])([CH3:13])[CH3:14])=[CH:8][CH:7]=2)[CH:22]=1. The catalyst class is: 1.